From a dataset of Catalyst prediction with 721,799 reactions and 888 catalyst types from USPTO. Predict which catalyst facilitates the given reaction. Reactant: [S:1]1[CH:5]=[CH:4][N:3]=[C:2]1[C:6]1[CH:7]=[C:8]([CH:11]=[CH:12][CH:13]=1)[CH:9]=O.C(OC)(OC)OC.[CH:21]([NH2:24])([CH3:23])[CH3:22].[BH4-].[Na+]. Product: [S:1]1[CH:5]=[CH:4][N:3]=[C:2]1[C:6]1[CH:7]=[C:8]([CH:11]=[CH:12][CH:13]=1)[CH2:9][NH:24][CH:21]([CH3:23])[CH3:22]. The catalyst class is: 1.